This data is from Reaction yield outcomes from USPTO patents with 853,638 reactions. The task is: Predict the reaction yield, written as a fraction of the theoretical maximum amount of product (1.0 means a 100% yield; for example, 0.34 means a 34% yield). (1) The reactants are [NH:1]1[CH2:6][CH2:5][CH2:4][CH:3]([CH2:7][OH:8])[CH2:2]1.C(N(CC)CC)C.[C:16]([Si:20]([CH3:23])([CH3:22])Cl)([CH3:19])([CH3:18])[CH3:17]. The catalyst is C(Cl)Cl. The product is [C:16]([Si:20]([CH3:23])([CH3:22])[O:8][CH2:7][CH:3]1[CH2:4][CH2:5][CH2:6][NH:1][CH2:2]1)([CH3:19])([CH3:18])[CH3:17]. The yield is 0.600. (2) The reactants are [Cl:1][C:2]1[NH:6][C:5]2[CH:7]=[CH:8][C:9]([N+:11]([O-])=O)=[CH:10][C:4]=2[N:3]=1.C(O)C.O.[Cl-].[NH4+]. The catalyst is [Fe].CN(C)C=O. The product is [Cl:1][C:2]1[NH:6][C:5]2[CH:7]=[CH:8][C:9]([NH2:11])=[CH:10][C:4]=2[N:3]=1. The yield is 0.870. (3) The reactants are COP([CH2:7][C:8]([O:10][C:11]([CH3:14])([CH3:13])[CH3:12])=[O:9])(OC)=O.[H-].[Na+].O=[C:18]1[CH2:23][CH2:22][CH2:21][N:20]([C:24]([O:26][C:27]([CH3:30])([CH3:29])[CH3:28])=[O:25])[CH2:19]1. The catalyst is C1COCC1. The product is [C:11]([O:10][C:8](=[O:9])/[CH:7]=[C:22]1/[CH2:21][N:20]([C:24]([O:26][C:27]([CH3:30])([CH3:29])[CH3:28])=[O:25])[CH2:19][CH2:18][CH2:23]/1)([CH3:12])([CH3:13])[CH3:14].[C:11]([O:10][C:8](=[O:9])/[CH:7]=[C:22]1\[CH2:21][N:20]([C:24]([O:26][C:27]([CH3:30])([CH3:29])[CH3:28])=[O:25])[CH2:19][CH2:18][CH2:23]\1)([CH3:12])([CH3:13])[CH3:14]. The yield is 0.700. (4) The reactants are N1C=CC=CC=1.[F:7]N1N=C(F)C=C(F)N1.[Cl:16][C:17]1[CH:25]=[CH:24][C:20]([C:21](O)=[O:22])=[C:19]([NH:26][CH2:27][CH3:28])[N:18]=1. The catalyst is ClCCl. The product is [Cl:16][C:17]1[CH:25]=[CH:24][C:20]([C:21]([F:7])=[O:22])=[C:19]([NH:26][CH2:27][CH3:28])[N:18]=1. The yield is 0.990. (5) The reactants are [Br:1][C:2]1[CH:3]=[CH:4][C:5](F)=[N:6][CH:7]=1.[C:9]([O:13][C:14](=[O:21])[NH:15][C@@H:16]1[CH2:20][CH2:19][NH:18][CH2:17]1)([CH3:12])([CH3:11])[CH3:10]. No catalyst specified. The product is [C:9]([O:13][C:14](=[O:21])[NH:15][C@@H:16]1[CH2:20][CH2:19][N:18]([C:5]2[CH:4]=[CH:3][C:2]([Br:1])=[CH:7][N:6]=2)[CH2:17]1)([CH3:12])([CH3:10])[CH3:11]. The yield is 0.300. (6) The catalyst is O. The yield is 0.820. The reactants are CS(C)=O.[OH-].[K+].[NH:7]1[CH:11]=[N:10][N:9]=[N:8]1.[Br:12][C:13]1[CH:20]=[CH:19][C:16]([CH2:17]Br)=[CH:15][CH:14]=1. The product is [Br:12][C:13]1[CH:20]=[CH:19][C:16]([CH2:17][N:7]2[CH:11]=[N:10][N:9]=[N:8]2)=[CH:15][CH:14]=1. (7) The catalyst is C[Mg]Br.CCOC(C)=O.Cl. The product is [C:32]([O:31][C:30]([NH:29][C@H:25]1[CH2:26][CH2:27][CH2:28][N:23]([C:22]2[CH:21]=[CH:20][N:19]=[CH:18][C:17]=2[NH:16][C:14]([C:10]2[C:9]([NH:37][C:38](=[O:39])[O:40][CH2:41][C:42]3[CH:43]=[CH:44][CH:45]=[CH:46][CH:47]=3)=[CH:8][C:7]3[C:12](=[CH:13][C:4]([C:1]([OH:3])([CH3:48])[CH3:2])=[CH:5][CH:6]=3)[N:11]=2)=[O:15])[CH2:24]1)=[O:36])([CH3:35])([CH3:34])[CH3:33]. The yield is 0.920. The reactants are [C:1]([C:4]1[CH:13]=[C:12]2[C:7]([CH:8]=[C:9]([NH:37][C:38]([O:40][CH2:41][C:42]3[CH:47]=[CH:46][CH:45]=[CH:44][CH:43]=3)=[O:39])[C:10]([C:14]([NH:16][C:17]3[CH:18]=[N:19][CH:20]=[CH:21][C:22]=3[N:23]3[CH2:28][CH2:27][CH2:26][C@H:25]([NH:29][C:30](=[O:36])[O:31][C:32]([CH3:35])([CH3:34])[CH3:33])[CH2:24]3)=[O:15])=[N:11]2)=[CH:6][CH:5]=1)(=[O:3])[CH3:2].[CH2:48]1COCC1. (8) The reactants are Cl.[CH2:2]([O:9][C:10]1[CH:15]=[CH:14][C:13]([NH:16][C:17]2[C:26]3[C:21](=[CH:22][C:23]([F:34])=[C:24]([C:27]4[O:31][C:30]([CH:32]=O)=[CH:29][CH:28]=4)[CH:25]=3)[N:20]=[CH:19][N:18]=2)=[CH:12][CH:11]=1)[C:3]1[CH:8]=[CH:7][CH:6]=[CH:5][CH:4]=1.C(N(C(C)C)CC)(C)C.[CH3:44][S:45]([CH2:48][CH2:49][NH2:50])(=[O:47])=[O:46].C(O[BH-](OC(=O)C)OC(=O)C)(=O)C.[Na+]. The catalyst is ClCCCl.C(O)(=O)C. The product is [CH2:2]([O:9][C:10]1[CH:15]=[CH:14][C:13]([NH:16][C:17]2[C:26]3[C:21](=[CH:22][C:23]([F:34])=[C:24]([C:27]4[O:31][C:30]([CH2:32][NH:50][CH2:49][CH2:48][S:45]([CH3:44])(=[O:47])=[O:46])=[CH:29][CH:28]=4)[CH:25]=3)[N:20]=[CH:19][N:18]=2)=[CH:12][CH:11]=1)[C:3]1[CH:4]=[CH:5][CH:6]=[CH:7][CH:8]=1. The yield is 0.610. (9) The reactants are C([SiH](CC)CC)C.[CH2:8]([O:15][CH2:16][CH2:17][O:18][CH2:19][CH2:20][O:21][CH2:22][CH2:23][CH2:24][CH2:25][C@H:26]1[C@@H:42]2[C@H:34]([CH2:35][CH2:36][C@@:37]3([CH3:44])[C@H:41]2[CH2:40][CH2:39][C@@H:38]3[OH:43])[C:33]2[CH:32]=[CH:31][C:30]([OH:45])=[CH:29][C:28]=2[C:27]1=O)[C:9]1[CH:14]=[CH:13][CH:12]=[CH:11][CH:10]=1.C(O)(C(F)(F)F)=O.[OH-].[Na+]. No catalyst specified. The product is [CH2:8]([O:15][CH2:16][CH2:17][O:18][CH2:19][CH2:20][O:21][CH2:22][CH2:23][CH2:24][CH2:25][C@H:26]1[C@@H:42]2[C@H:34]([CH2:35][CH2:36][C@@:37]3([CH3:44])[C@H:41]2[CH2:40][CH2:39][C@@H:38]3[OH:43])[C:33]2[CH:32]=[CH:31][C:30]([OH:45])=[CH:29][C:28]=2[CH2:27]1)[C:9]1[CH:10]=[CH:11][CH:12]=[CH:13][CH:14]=1. The yield is 0.710. (10) The reactants are [N:1]1[C:10]2[C:5](=[CH:6][CH:7]=[CH:8][CH:9]=2)[CH:4]=[CH:3][C:2]=1[N:11]1[CH2:14][CH:13]([OH:15])[CH2:12]1.[H-].[Na+].F[C:19]1[C:24]([N:25]2[CH2:30][CH2:29][O:28][CH2:27][CH2:26]2)=[CH:23][CH:22]=[CH:21][N:20]=1. The catalyst is CN(C=O)C. The product is [N:1]1[C:10]2[C:5](=[CH:6][CH:7]=[CH:8][CH:9]=2)[CH:4]=[CH:3][C:2]=1[N:11]1[CH2:12][CH:13]([O:15][C:19]2[C:24]([N:25]3[CH2:26][CH2:27][O:28][CH2:29][CH2:30]3)=[CH:23][CH:22]=[CH:21][N:20]=2)[CH2:14]1. The yield is 0.910.